From a dataset of Forward reaction prediction with 1.9M reactions from USPTO patents (1976-2016). Predict the product of the given reaction. (1) The product is: [Cl:1][C:2]1[S:9][C:8]2[CH:7]=[C:6]([C:10]([NH:12][C@@H:13]3[CH2:21][C:20]4[C:15](=[CH:16][CH:17]=[CH:18][CH:19]=4)[C@H:14]3[CH2:22][C:23]([OH:25])=[O:24])=[O:11])[NH:5][C:4]=2[C:3]=1[Cl:27]. Given the reactants [Cl:1][C:2]1[S:9][C:8]2[CH:7]=[C:6]([C:10]([NH:12][C@@H:13]3[CH2:21][C:20]4[C:15](=[CH:16][CH:17]=[CH:18][CH:19]=4)[C@H:14]3[CH2:22][C:23]([O:25]C)=[O:24])=[O:11])[NH:5][C:4]=2[C:3]=1[Cl:27].C(=O)([O-])[O-].[K+].[K+], predict the reaction product. (2) Given the reactants [CH:1]1([CH2:5][C@H:6]([C:10]2[CH:15]=[CH:14][C:13]([S:16]([CH3:19])(=[O:18])=[O:17])=[C:12]([CH3:20])[CH:11]=2)[C:7]([OH:9])=O)[CH2:4][CH2:3][CH2:2]1.C(Cl)(=O)C(Cl)=O.[NH2:27][C:28]1[CH:32]=[CH:31][N:30]([CH2:33][C:34]([CH3:37])([OH:36])[CH3:35])[N:29]=1.N1C(C)=CC=CC=1C, predict the reaction product. The product is: [CH:1]1([CH2:5][C@H:6]([C:10]2[CH:15]=[CH:14][C:13]([S:16]([CH3:19])(=[O:18])=[O:17])=[C:12]([CH3:20])[CH:11]=2)[C:7]([NH:27][C:28]2[CH:32]=[CH:31][N:30]([CH2:33][C:34]([OH:36])([CH3:35])[CH3:37])[N:29]=2)=[O:9])[CH2:2][CH2:3][CH2:4]1. (3) Given the reactants [CH2:1]([S:3]([C:6]1[CH:7]=[CH:8][C:9]([N:15]2[CH2:20][CH2:19][CH2:18][CH2:17][CH2:16]2)=[C:10]([CH:14]=1)[C:11]([OH:13])=O)(=[O:5])=[O:4])[CH3:2].[Cl:21][C:22]1[CH:23]=[C:24]([N:29]2[CH2:34][CH2:33][NH:32][CH2:31][CH2:30]2)[CH:25]=[CH:26][C:27]=1[Cl:28].CCN=C=NCCCN(C)C.C1C=CC2N(O)N=NC=2C=1, predict the reaction product. The product is: [Cl:21][C:22]1[CH:23]=[C:24]([N:29]2[CH2:34][CH2:33][N:32]([C:11]([C:10]3[CH:14]=[C:6]([S:3]([CH2:1][CH3:2])(=[O:4])=[O:5])[CH:7]=[CH:8][C:9]=3[N:15]3[CH2:20][CH2:19][CH2:18][CH2:17][CH2:16]3)=[O:13])[CH2:31][CH2:30]2)[CH:25]=[CH:26][C:27]=1[Cl:28]. (4) The product is: [C:10]([C:8]1[CH:7]=[CH:6][C:5]([CH:12]2[C:21]3[C:20](=[O:22])[CH2:19][CH2:18][CH2:17][C:16]=3[N:15]([C:23]3[CH:28]=[CH:27][CH:26]=[C:25]([C:29]([F:32])([F:30])[F:31])[CH:24]=3)[C:14](=[O:33])[N:13]2[CH3:34])=[C:4]([CH:9]=1)[C:3]([OH:35])=[O:2])#[N:11]. Given the reactants C[O:2][C:3](=[O:35])[C:4]1[CH:9]=[C:8]([C:10]#[N:11])[CH:7]=[CH:6][C:5]=1[CH:12]1[C:21]2[C:20](=[O:22])[CH2:19][CH2:18][CH2:17][C:16]=2[N:15]([C:23]2[CH:28]=[CH:27][CH:26]=[C:25]([C:29]([F:32])([F:31])[F:30])[CH:24]=2)[C:14](=[O:33])[N:13]1[CH3:34].[OH-].[Li+], predict the reaction product. (5) Given the reactants [CH3:1][O:2][C:3]1[CH:8]=[CH:7][C:6]([N:9]2[CH2:14][CH2:13][O:12][CH2:11][CH2:10]2)=[CH:5][C:4]=1[NH:15][C:16]([NH2:18])=[S:17].BrBr, predict the reaction product. The product is: [CH3:1][O:2][C:3]1[C:4]2[N:15]=[C:16]([NH2:18])[S:17][C:5]=2[C:6]([N:9]2[CH2:14][CH2:13][O:12][CH2:11][CH2:10]2)=[CH:7][CH:8]=1. (6) Given the reactants [C:1]([Cl:5])(Cl)(Cl)[Cl:2].[Cl:6][C:7]1[CH:12]=[CH:11][C:10]([C:13](=O)[C:14]([O:16][CH2:17][CH3:18])=[O:15])=[C:9]([F:20])[CH:8]=1.C1(P(C2C=CC=CC=2)C2C=CC=CC=2)C=CC=CC=1.O, predict the reaction product. The product is: [Cl:2][C:1]([Cl:5])=[C:13]([C:10]1[CH:11]=[CH:12][C:7]([Cl:6])=[CH:8][C:9]=1[F:20])[C:14]([O:16][CH2:17][CH3:18])=[O:15]. (7) Given the reactants [Cl:1][C:2]1[CH:22]=[CH:21][CH:20]=[C:19]([C:23]([F:26])([F:25])[F:24])[C:3]=1[CH2:4][N:5]1[C:13]2[C:8](=[C:9]([F:17])[CH:10]=[C:11]([C:14](O)=[O:15])[CH:12]=2)[C:7]([I:18])=[N:6]1.CN(C(ON1N=NC2C=CC=NC1=2)=[N+](C)C)C.F[P-](F)(F)(F)(F)F.Cl.[CH3:52][O:53][CH:54]1[CH2:57][NH:56][CH2:55]1.CCN(C(C)C)C(C)C, predict the reaction product. The product is: [Cl:1][C:2]1[CH:22]=[CH:21][CH:20]=[C:19]([C:23]([F:26])([F:24])[F:25])[C:3]=1[CH2:4][N:5]1[C:13]2[C:8](=[C:9]([F:17])[CH:10]=[C:11]([C:14]([N:56]3[CH2:57][CH:54]([O:53][CH3:52])[CH2:55]3)=[O:15])[CH:12]=2)[C:7]([I:18])=[N:6]1. (8) Given the reactants [CH3:1][C:2]1[CH:3]=[C:4]([N:19]2[CH:23]=[C:22]([CH:24]3[CH2:29][CH2:28][CH:27]([C:30]([O:32]CC)=[O:31])[CH2:26][CH2:25]3)[N:21]=[CH:20]2)[CH:5]=[C:6]([NH:8][C:9]2[N:14]=[C:13]([C:15]([F:18])([F:17])[F:16])[CH:12]=[CH:11][N:10]=2)[CH:7]=1.[OH-].[Na+].Cl, predict the reaction product. The product is: [CH3:1][C:2]1[CH:3]=[C:4]([N:19]2[CH:23]=[C:22]([C@H:24]3[CH2:29][CH2:28][C@H:27]([C:30]([OH:32])=[O:31])[CH2:26][CH2:25]3)[N:21]=[CH:20]2)[CH:5]=[C:6]([NH:8][C:9]2[N:14]=[C:13]([C:15]([F:18])([F:16])[F:17])[CH:12]=[CH:11][N:10]=2)[CH:7]=1.[CH3:1][C:2]1[CH:3]=[C:4]([N:19]2[CH:23]=[C:22]([C@@H:24]3[CH2:29][CH2:28][C@H:27]([C:30]([OH:32])=[O:31])[CH2:26][CH2:25]3)[N:21]=[CH:20]2)[CH:5]=[C:6]([NH:8][C:9]2[N:14]=[C:13]([C:15]([F:18])([F:16])[F:17])[CH:12]=[CH:11][N:10]=2)[CH:7]=1.